This data is from Full USPTO retrosynthesis dataset with 1.9M reactions from patents (1976-2016). The task is: Predict the reactants needed to synthesize the given product. (1) Given the product [C:22]([N:1]1[CH:5]=[C:4]([C:6]2[CH:10]=[C:9]([C:11]([O:13][CH2:14][CH3:15])=[O:12])[NH:8][N:7]=2)[N:3]=[CH:2]1)([C:16]1[CH:21]=[CH:20][CH:19]=[CH:18][CH:17]=1)([C:29]1[CH:30]=[CH:31][CH:32]=[CH:33][CH:34]=1)[C:23]1[CH:24]=[CH:25][CH:26]=[CH:27][CH:28]=1, predict the reactants needed to synthesize it. The reactants are: [NH:1]1[CH:5]=[C:4]([C:6]2[CH:10]=[C:9]([C:11]([O:13][CH2:14][CH3:15])=[O:12])[NH:8][N:7]=2)[N:3]=[CH:2]1.[C:16]1([C:22](Cl)([C:29]2[CH:34]=[CH:33][CH:32]=[CH:31][CH:30]=2)[C:23]2[CH:28]=[CH:27][CH:26]=[CH:25][CH:24]=2)[CH:21]=[CH:20][CH:19]=[CH:18][CH:17]=1.C(N(CC)CC)C. (2) Given the product [F:20][C:21]1[CH:26]=[C:25]([F:27])[CH:24]=[CH:23][C:22]=1[C:28]1[N:29]=[C:30]2[C:35]([CH3:36])=[N:34][CH:33]=[CH:32][N:31]2[C:37]=1[C:39]1[CH:44]=[CH:43][N:42]=[C:41]([S:45][CH3:46])[N:40]=1, predict the reactants needed to synthesize it. The reactants are: C1C=CC(P(C2C=CC=CC=2)C2C=CC=CC=2)=CC=1.[F:20][C:21]1[CH:26]=[C:25]([F:27])[CH:24]=[CH:23][C:22]=1[C:28]1[N:29]=[C:30]2[C:35]([CH3:36])=[N:34][CH:33]=[CH:32][N:31]2[CH:37]=1.I[C:39]1[CH:44]=[CH:43][N:42]=[C:41]([S:45][CH3:46])[N:40]=1. (3) Given the product [NH2:1][C:2]1[CH:7]=[CH:6][CH:5]=[CH:4][C:3]=1[NH:8][C:9](=[O:33])[C:10]1[CH:11]=[CH:12][C:13]([CH:16]2[CH2:20][CH2:19][CH:18]([C:21]3[CH:22]=[C:23]([O:31][CH3:32])[C:24]([O:29][CH3:30])=[C:25]([O:27][CH3:28])[CH:26]=3)[O:17]2)=[CH:14][CH:15]=1, predict the reactants needed to synthesize it. The reactants are: [NH2:1][C:2]1[CH:7]=[CH:6][CH:5]=[CH:4][C:3]=1[NH:8][C:9](=[O:33])[C:10]1[CH:15]=[CH:14][C:13]([CH:16]2[CH:20]=[CH:19][CH:18]([C:21]3[CH:26]=[C:25]([O:27][CH3:28])[C:24]([O:29][CH3:30])=[C:23]([O:31][CH3:32])[CH:22]=3)[O:17]2)=[CH:12][CH:11]=1. (4) Given the product [C:1]([O:5][C:6]([N:8]1[CH2:9][CH2:10][N:11]([C:14]2[S:18][C:17]([C:19]([NH:36][C:31]3[CH:32]=[CH:33][CH:34]=[CH:35][C:30]=3[NH:29][C:27]([O:26][C:22]([CH3:25])([CH3:24])[CH3:23])=[O:28])=[O:20])=[CH:16][CH:15]=2)[CH2:12][CH2:13]1)=[O:7])([CH3:3])([CH3:2])[CH3:4], predict the reactants needed to synthesize it. The reactants are: [C:1]([O:5][C:6]([N:8]1[CH2:13][CH2:12][N:11]([C:14]2[S:18][C:17]([C:19](O)=[O:20])=[CH:16][CH:15]=2)[CH2:10][CH2:9]1)=[O:7])([CH3:4])([CH3:3])[CH3:2].[C:22]([O:26][C:27]([NH:29][C:30]1[CH:35]=[CH:34][CH:33]=[CH:32][C:31]=1[NH2:36])=[O:28])([CH3:25])([CH3:24])[CH3:23].C(N(CC)CC)C.